The task is: Predict the product of the given reaction.. This data is from Forward reaction prediction with 1.9M reactions from USPTO patents (1976-2016). (1) Given the reactants [O:1]1[CH:5]=[CH:4][CH:3]=[C:2]1[CH:6]([OH:26])[CH2:7][C:8]1[CH:16]=[C:15]([CH3:17])[C:14]2[C:10](=[CH:11][N:12]([CH2:18][O:19][CH2:20][CH2:21][Si:22]([CH3:25])([CH3:24])[CH3:23])[N:13]=2)[CH:9]=1.[O:27]=[C:28]1[N:37]([CH:38]2[CH2:43][CH2:42][N:41]([C:44](OC3C=CC([N+]([O-])=O)=CC=3)=[O:45])[CH2:40][CH2:39]2)[CH2:36][C:35]2[C:30](=[CH:31][CH:32]=[CH:33][CH:34]=2)[NH:29]1.[H-].[Na+].C(Cl)Cl, predict the reaction product. The product is: [O:27]=[C:28]1[N:37]([CH:38]2[CH2:39][CH2:40][N:41]([C:44]([O:26][CH:6]([C:2]3[O:1][CH:5]=[CH:4][CH:3]=3)[CH2:7][C:8]3[CH:16]=[C:15]([CH3:17])[C:14]4[C:10](=[CH:11][N:12]([CH2:18][O:19][CH2:20][CH2:21][Si:22]([CH3:24])([CH3:23])[CH3:25])[N:13]=4)[CH:9]=3)=[O:45])[CH2:42][CH2:43]2)[CH2:36][C:35]2[C:30](=[CH:31][CH:32]=[CH:33][CH:34]=2)[NH:29]1. (2) Given the reactants COC[O:4][C:5]1[CH:6]=[C:7]([C:12]2[O:16][N:15]=[C:14]([CH3:17])[N:13]=2)[CH:8]=[CH:9][C:10]=1[CH3:11].Cl, predict the reaction product. The product is: [CH3:11][C:10]1[CH:9]=[CH:8][C:7]([C:12]2[O:16][N:15]=[C:14]([CH3:17])[N:13]=2)=[CH:6][C:5]=1[OH:4]. (3) Given the reactants [CH2:1]([N:3]1[C:7]([CH:8]=[CH:9][C:10]2[N:20]=[C:13]3[C:14]([CH3:19])=[N:15][CH:16]=[C:17]([CH3:18])[N:12]3[N:11]=2)=[N:6][C:5]([N:21]2[CH2:25][CH2:24][CH2:23][CH2:22]2)=[N:4]1)[CH3:2], predict the reaction product. The product is: [CH2:1]([N:3]1[C:7]([CH2:8][CH2:9][C:10]2[N:20]=[C:13]3[C:14]([CH3:19])=[N:15][CH:16]=[C:17]([CH3:18])[N:12]3[N:11]=2)=[N:6][C:5]([N:21]2[CH2:25][CH2:24][CH2:23][CH2:22]2)=[N:4]1)[CH3:2].